Dataset: TCR-epitope binding with 47,182 pairs between 192 epitopes and 23,139 TCRs. Task: Binary Classification. Given a T-cell receptor sequence (or CDR3 region) and an epitope sequence, predict whether binding occurs between them. (1) The epitope is GLCTLVAML. The TCR CDR3 sequence is CASSYSSTEAFF. Result: 1 (the TCR binds to the epitope). (2) The TCR CDR3 sequence is CASSAGGQVEEQYF. Result: 1 (the TCR binds to the epitope). The epitope is DATYQRTRALVR.